This data is from Reaction yield outcomes from USPTO patents with 853,638 reactions. The task is: Predict the reaction yield, written as a fraction of the theoretical maximum amount of product (1.0 means a 100% yield; for example, 0.34 means a 34% yield). (1) The reactants are O.C1(P(C2C=CC=CC=2)C2C=CC=CC=2)C=CC=CC=1.[N:21]([CH2:24][CH2:25][C:26]1[S:30][C:29]([C:31]([O:33][CH:34]([CH3:36])[CH3:35])=[O:32])=[CH:28][CH:27]=1)=[N+]=[N-]. The catalyst is C1COCC1. The product is [NH2:21][CH2:24][CH2:25][C:26]1[S:30][C:29]([C:31]([O:33][CH:34]([CH3:36])[CH3:35])=[O:32])=[CH:28][CH:27]=1. The yield is 0.820. (2) The reactants are [C:1]([O-:9])(=O)[C:2]1[CH:7]=[CH:6][CH:5]=[CH:4][CH:3]=1.[BH4-].[Na+].[CH2:20]([Te:19][Te:19][CH2:20][CH2:21][CH2:22][CH2:23][CH2:24][CH3:25])[CH2:21][CH2:22][CH2:23][CH2:24][CH3:25].[CH2:26]1[CH2:30][O:29]C[CH2:27]1. No catalyst specified. The product is [CH2:20]([Te:19][CH2:27][CH2:26][CH2:30][O:29][C:6]1[CH:7]=[C:2]([CH:3]=[C:4]([O:29][CH2:30][CH2:26][CH2:27][Te:19][CH2:20][CH2:21][CH2:22][CH2:23][CH2:24][CH3:25])[CH:5]=1)[CH2:1][OH:9])[CH2:21][CH2:22][CH2:23][CH2:24][CH3:25]. The yield is 0.620. (3) The reactants are CC1N=C(N2C(=O)N(CC3C=CC(C(F)(F)F)=CC=3)N=C2)SC=1C(OCC)=O.[CH3:29][C:30]1[N:31]=[C:32]([N:40]2[C:44](=[O:45])[N:43]([CH2:46][CH2:47][CH2:48][C:49]([F:52])([F:51])[F:50])[N:42]=[CH:41]2)[S:33][C:34]=1[C:35]([O:37]CC)=[O:36]. No catalyst specified. The product is [CH3:29][C:30]1[N:31]=[C:32]([N:40]2[C:44](=[O:45])[N:43]([CH2:46][CH2:47][CH2:48][C:49]([F:52])([F:51])[F:50])[N:42]=[CH:41]2)[S:33][C:34]=1[C:35]([OH:37])=[O:36]. The yield is 0.840. (4) The reactants are [CH2:1]([N:8]1[C:12]([C:13]2[CH:18]=[CH:17][C:16]([F:19])=[CH:15][CH:14]=2)=[C:11](/[CH:20]=[CH:21]/[C:22]([O:24]CC)=[O:23])[CH:10]=[N:9]1)[C:2]1[CH:7]=[CH:6][CH:5]=[CH:4][CH:3]=1.C(N1C=C(/C=C/C(OCC)=O)C(C2C=CC(F)=CC=2)=N1)C1C=CC=CC=1.[OH-].[Na+].Cl. The catalyst is CO. The product is [CH2:1]([N:8]1[C:12]([C:13]2[CH:14]=[CH:15][C:16]([F:19])=[CH:17][CH:18]=2)=[C:11](/[CH:20]=[CH:21]/[C:22]([OH:24])=[O:23])[CH:10]=[N:9]1)[C:2]1[CH:3]=[CH:4][CH:5]=[CH:6][CH:7]=1. The yield is 0.950.